From a dataset of NCI-60 drug combinations with 297,098 pairs across 59 cell lines. Regression. Given two drug SMILES strings and cell line genomic features, predict the synergy score measuring deviation from expected non-interaction effect. (1) Drug 1: C1=CC=C(C=C1)NC(=O)CCCCCCC(=O)NO. Drug 2: CC12CCC3C(C1CCC2OP(=O)(O)O)CCC4=C3C=CC(=C4)OC(=O)N(CCCl)CCCl.[Na+]. Cell line: 786-0. Synergy scores: CSS=-0.408, Synergy_ZIP=-2.60, Synergy_Bliss=-3.89, Synergy_Loewe=-3.79, Synergy_HSA=-4.00. (2) Drug 1: C(CN)CNCCSP(=O)(O)O. Drug 2: CC1C(C(CC(O1)OC2CC(CC3=C2C(=C4C(=C3O)C(=O)C5=C(C4=O)C(=CC=C5)OC)O)(C(=O)CO)O)N)O.Cl. Cell line: NCIH23. Synergy scores: CSS=42.5, Synergy_ZIP=4.32, Synergy_Bliss=2.33, Synergy_Loewe=-35.9, Synergy_HSA=2.33. (3) Drug 1: CC1=C(C=C(C=C1)C(=O)NC2=CC(=CC(=C2)C(F)(F)F)N3C=C(N=C3)C)NC4=NC=CC(=N4)C5=CN=CC=C5. Drug 2: C(CN)CNCCSP(=O)(O)O. Cell line: HOP-62. Synergy scores: CSS=8.35, Synergy_ZIP=4.62, Synergy_Bliss=15.0, Synergy_Loewe=5.75, Synergy_HSA=7.10. (4) Drug 1: CC(C1=C(C=CC(=C1Cl)F)Cl)OC2=C(N=CC(=C2)C3=CN(N=C3)C4CCNCC4)N. Drug 2: CC1OCC2C(O1)C(C(C(O2)OC3C4COC(=O)C4C(C5=CC6=C(C=C35)OCO6)C7=CC(=C(C(=C7)OC)O)OC)O)O. Cell line: SK-OV-3. Synergy scores: CSS=6.52, Synergy_ZIP=-4.96, Synergy_Bliss=0.0292, Synergy_Loewe=-3.99, Synergy_HSA=0.564.